From a dataset of Cav3 T-type calcium channel HTS with 100,875 compounds. Binary Classification. Given a drug SMILES string, predict its activity (active/inactive) in a high-throughput screening assay against a specified biological target. The molecule is Fc1ccc(CNc2oc(nc2C#N)c2cc(OC)c(OC)cc2)cc1. The result is 0 (inactive).